This data is from Forward reaction prediction with 1.9M reactions from USPTO patents (1976-2016). The task is: Predict the product of the given reaction. (1) Given the reactants [F:1][C:2]([F:27])([F:26])[C:3]1[C:4]([O:15][CH:16]2[CH2:21][CH2:20][CH:19]([C:22]([F:25])([F:24])[F:23])[CH2:18][CH2:17]2)=[CH:5][CH:6]=[C:7]2[C:12]=1[CH:11]=[C:10]([CH:13]=[O:14])[CH:9]=[CH:8]2.O1CCC[CH2:29]1.C[Mg]Br.C1(C)C=CC=CC=1, predict the reaction product. The product is: [F:24][C:22]([F:25])([F:23])[C@@H:19]1[CH2:18][CH2:17][C@H:16]([O:15][C:4]2[C:3]([C:2]([F:26])([F:27])[F:1])=[C:12]3[C:7]([CH:8]=[CH:9][C:10]([CH:13]([OH:14])[CH3:29])=[CH:11]3)=[CH:6][CH:5]=2)[CH2:21][CH2:20]1. (2) Given the reactants [Cl:1][C:2]1[CH:3]=[CH:4][C:5]2[S:9][C:8]([S:10](Cl)(=[O:12])=[O:11])=[C:7]([CH3:14])[C:6]=2[CH:15]=1.[NH2:16][C:17]1[CH:18]=[C:19]([C:23]2[NH:27][N:26]=[N:25][N:24]=2)[CH:20]=[CH:21][CH:22]=1, predict the reaction product. The product is: [Cl:1][C:2]1[CH:3]=[CH:4][C:5]2[S:9][C:8]([S:10]([NH:16][C:17]3[CH:22]=[CH:21][CH:20]=[C:19]([C:23]4[NH:27][N:26]=[N:25][N:24]=4)[CH:18]=3)(=[O:12])=[O:11])=[C:7]([CH3:14])[C:6]=2[CH:15]=1. (3) Given the reactants [F:1][C:2]([F:29])([F:28])[C:3]1[CH:12]=[C:11]2[C:6]([C:7]([OH:27])=[C:8]([C:16]([NH:18][CH2:19][C:20]([O:22]C(C)(C)C)=[O:21])=[O:17])[C:9](=[O:15])[C:10]2([CH3:14])[CH3:13])=[CH:5][CH:4]=1.C(O)(C(F)(F)F)=O, predict the reaction product. The product is: [F:1][C:2]([F:28])([F:29])[C:3]1[CH:12]=[C:11]2[C:6]([C:7]([OH:27])=[C:8]([C:16]([NH:18][CH2:19][C:20]([OH:22])=[O:21])=[O:17])[C:9](=[O:15])[C:10]2([CH3:14])[CH3:13])=[CH:5][CH:4]=1. (4) Given the reactants Br[C:2]1[CH:7]=[CH:6][C:5]([CH2:8][C@@H:9]([NH:16][C:17](=[O:27])[CH2:18][CH2:19][C:20]([O:22][C:23]([CH3:26])([CH3:25])[CH3:24])=[O:21])[CH2:10][C:11]([O:13][CH2:14][CH3:15])=[O:12])=[CH:4][CH:3]=1.[F:28][C:29]1[CH:30]=[CH:31][C:32]([O:38][CH3:39])=[C:33](B(O)O)[CH:34]=1.C([O-])([O-])=O.[Na+].[Na+], predict the reaction product. The product is: [CH2:14]([O:13][C:11](=[O:12])[CH2:10][C@H:9]([NH:16][C:17](=[O:27])[CH2:18][CH2:19][C:20]([O:22][C:23]([CH3:26])([CH3:25])[CH3:24])=[O:21])[CH2:8][C:5]1[CH:6]=[CH:7][C:2]([C:31]2[CH:30]=[C:29]([F:28])[CH:34]=[CH:33][C:32]=2[O:38][CH3:39])=[CH:3][CH:4]=1)[CH3:15]. (5) The product is: [O:8]1[CH2:15][CH2:16][O:17][C:7]1([CH2:6][C:4]([O:3][CH2:2][CH3:1])=[O:5])[CH2:9][C:10]([O:12][CH2:13][CH3:14])=[O:11]. Given the reactants [CH3:1][CH2:2][O:3][C:4]([CH2:6][C:7]([CH2:9][C:10]([O:12][CH2:13][CH3:14])=[O:11])=[O:8])=[O:5].[CH2:15](O)[CH2:16][OH:17].O.C1(C)C=CC(S(O)(=O)=O)=CC=1, predict the reaction product. (6) Given the reactants [F:1][C:2]1[CH:7]=[CH:6][C:5]([C:8]2[C:9]([N:14]3[CH2:19][CH2:18][NH:17][CH2:16][CH2:15]3)=[N:10][CH:11]=[CH:12][N:13]=2)=[CH:4][CH:3]=1.[CH3:20][N:21]1[CH:25]=[C:24]([N:26]2[CH:30]=[C:29]([CH:31]=O)[CH:28]=[N:27]2)[N:23]=[CH:22]1.C(O[BH-](OC(=O)C)OC(=O)C)(=O)C.[Na+].C(O)(=O)C.[Cl:51]CCCl, predict the reaction product. The product is: [ClH:51].[F:1][C:2]1[CH:7]=[CH:6][C:5]([C:8]2[C:9]([N:14]3[CH2:15][CH2:16][N:17]([CH2:31][C:29]4[CH:28]=[N:27][N:26]([C:24]5[N:23]=[CH:22][N:21]([CH3:20])[CH:25]=5)[CH:30]=4)[CH2:18][CH2:19]3)=[N:10][CH:11]=[CH:12][N:13]=2)=[CH:4][CH:3]=1. (7) Given the reactants [CH:1]1([C:4]2[N:5]=[CH:6][N:7]([C:9]3[C:14](F)=[CH:13][N:12]=[C:11]([C:16]([NH:18][C:19]4[N:20]=[C:21]([C:24]5[N:28]([CH:29]6[CH2:31][CH2:30]6)[CH:27]=[N:26][N:25]=5)[S:22][CH:23]=4)=[O:17])[CH:10]=3)[CH:8]=2)[CH2:3][CH2:2]1.C([O-])([O-])=O.[K+].[K+].[NH:38]1[CH2:43][CH2:42][O:41][CH2:40][CH2:39]1, predict the reaction product. The product is: [CH:1]1([C:4]2[N:5]=[CH:6][N:7]([C:9]3[C:14]([N:38]4[CH2:43][CH2:42][O:41][CH2:40][CH2:39]4)=[CH:13][N:12]=[C:11]([C:16]([NH:18][C:19]4[N:20]=[C:21]([C:24]5[N:28]([CH:29]6[CH2:31][CH2:30]6)[CH:27]=[N:26][N:25]=5)[S:22][CH:23]=4)=[O:17])[CH:10]=3)[CH:8]=2)[CH2:3][CH2:2]1. (8) Given the reactants [CH2:1]([O:3][C:4]([C:6]1[C:15](=O)[C:14]2[C:9](=[CH:10][CH:11]=[C:12]([O:17][CH3:18])[N:13]=2)[NH:8][CH:7]=1)=[O:5])[CH3:2].P(Br)(Br)[Br:20].O.C(=O)([O-])[O-].[Na+].[Na+], predict the reaction product. The product is: [CH2:1]([O:3][C:4]([C:6]1[CH:7]=[N:8][C:9]2[C:14]([C:15]=1[Br:20])=[N:13][C:12]([O:17][CH3:18])=[CH:11][CH:10]=2)=[O:5])[CH3:2]. (9) Given the reactants [OH:1][C@@H:2]([C:4]1[CH:13]=[CH:12][C:7]([C:8]([O:10][CH3:11])=[O:9])=[CH:6][CH:5]=1)[CH3:3].[C:14]1(O)[CH:19]=[CH:18][CH:17]=[CH:16][CH:15]=1.C1(P(C2C=CC=CC=2)C2C=CC=CC=2)C=CC=CC=1.N(/C(OC(C)C)=O)=N\C(OC(C)C)=O, predict the reaction product. The product is: [O:1]([C@H:2]([C:4]1[CH:13]=[CH:12][C:7]([C:8]([O:10][CH3:11])=[O:9])=[CH:6][CH:5]=1)[CH3:3])[C:14]1[CH:19]=[CH:18][CH:17]=[CH:16][CH:15]=1.